This data is from Reaction yield outcomes from USPTO patents with 853,638 reactions. The task is: Predict the reaction yield, written as a fraction of the theoretical maximum amount of product (1.0 means a 100% yield; for example, 0.34 means a 34% yield). (1) The reactants are [CH2:1]([CH:3]1[CH2:7][CH:6]([O:8][CH:9]2[CH2:14][CH2:13][O:12][CH2:11][CH2:10]2)[CH2:5][CH:4]1[C:15]1[N:19]2[C:20]3[CH:26]=[CH:25][N:24](S(C4C=CC(C)=CC=4)(=O)=O)[C:21]=3[N:22]=[CH:23][C:18]2=[N:17][N:16]=1)[CH3:2].[OH-].[Na+].Cl. The catalyst is O1CCOCC1. The product is [CH2:1]([C@@H:3]1[CH2:7][C@H:6]([O:8][CH:9]2[CH2:14][CH2:13][O:12][CH2:11][CH2:10]2)[CH2:5][C@@H:4]1[C:15]1[N:19]2[C:20]3[CH:26]=[CH:25][NH:24][C:21]=3[N:22]=[CH:23][C:18]2=[N:17][N:16]=1)[CH3:2]. The yield is 0.480. (2) The reactants are [OH-].[NH4+].C([O:6][C:7]1[CH:8]=[C:9]2[C:14](=[CH:15][C:16]=1[O:17][CH3:18])[N:13]=[CH:12][N:11]=[C:10]2[NH:19][C:20]1[CH:25]=[CH:24][C:23]([F:26])=[C:22]([Cl:27])[CH:21]=1)(=O)C. The catalyst is CO. The product is [Cl:27][C:22]1[CH:21]=[C:20]([NH:19][C:10]2[C:9]3[C:14](=[CH:15][C:16]([O:17][CH3:18])=[C:7]([OH:6])[CH:8]=3)[N:13]=[CH:12][N:11]=2)[CH:25]=[CH:24][C:23]=1[F:26]. The yield is 0.870. (3) The reactants are [CH2:1]([C:3]1[N:7]([C:8]2[N:16]=[C:15]3[C:11]([N:12]=[C:13]([CH:18]=O)[N:14]3[CH3:17])=[C:10]([N:20]3[CH2:25][CH2:24][O:23][CH2:22][CH2:21]3)[N:9]=2)[C:6]2[CH:26]=[CH:27][CH:28]=[CH:29][C:5]=2[N:4]=1)[CH3:2].[O:30]1[CH2:33][CH:32]([CH:34]2[CH2:39][CH2:38][NH:37][CH2:36][CH2:35]2)[CH2:31]1.COC(OC)OC.C(O)(=O)C.C(O[BH-](OC(=O)C)OC(=O)C)(=O)C.[Na+]. The catalyst is ClCCCl. The product is [CH2:1]([C:3]1[N:7]([C:8]2[N:16]=[C:15]3[C:11]([N:12]=[C:13]([CH2:18][N:37]4[CH2:38][CH2:39][CH:34]([CH:32]5[CH2:33][O:30][CH2:31]5)[CH2:35][CH2:36]4)[N:14]3[CH3:17])=[C:10]([N:20]3[CH2:25][CH2:24][O:23][CH2:22][CH2:21]3)[N:9]=2)[C:6]2[CH:26]=[CH:27][CH:28]=[CH:29][C:5]=2[N:4]=1)[CH3:2]. The yield is 0.350. (4) The reactants are [CH3:1][O-:2].[Na+].[CH2:4]([O:6][CH:7]([O:10][CH2:11][CH3:12])[C:8]#[N:9])[CH3:5]. The catalyst is CO.O. The product is [CH2:4]([O:6][CH:7]([O:10][CH2:11][CH3:12])[C:8](=[NH:9])[O:2][CH3:1])[CH3:5]. The yield is 0.770. (5) The reactants are [F:1][C:2]1[CH:22]=[CH:21][CH:20]=[C:19]([F:23])[C:3]=1[CH2:4][N:5]1[C:10]([CH3:11])=[CH:9][C:8](=[O:12])[C:7]([C:13]([O:15][CH2:16][CH3:17])=[O:14])=[C:6]1[CH3:18].[Br:24]Br. The catalyst is C(O)(=O)C. The product is [F:1][C:2]1[CH:22]=[CH:21][CH:20]=[C:19]([F:23])[C:3]=1[CH2:4][N:5]1[C:6]([CH3:18])=[C:7]([C:13]([O:15][CH2:16][CH3:17])=[O:14])[C:8](=[O:12])[C:9]([Br:24])=[C:10]1[CH3:11]. The yield is 0.430. (6) The reactants are [CH3:1][O:2][C:3](=[O:7])[C:4](Cl)=[O:5].[CH3:8][O:9][C:10]1[CH:19]=[C:18]([O:20][CH3:21])[CH:17]=[C:16]2[C:11]=1[C:12](=[O:35])[NH:13][C:14]([C:22]1[C:27]([NH:28][CH:29]3[CH2:34][CH2:33][NH:32][CH2:31][CH2:30]3)=[CH:26][CH:25]=[CH:24][N:23]=1)=[N:15]2.C(N(CC)CC)C. The catalyst is C1COCC1. The product is [CH3:1][O:2][C:3](=[O:7])[C:4]([N:32]1[CH2:31][CH2:30][CH:29]([NH:28][C:27]2[C:22]([C:14]3[NH:13][C:12](=[O:35])[C:11]4[C:16](=[CH:17][C:18]([O:20][CH3:21])=[CH:19][C:10]=4[O:9][CH3:8])[N:15]=3)=[N:23][CH:24]=[CH:25][CH:26]=2)[CH2:34][CH2:33]1)=[O:5]. The yield is 0.720. (7) The catalyst is C1(C)C=CC=CC=1.C(O)C. The reactants are Br[C:2]1[CH:21]=[CH:20][C:5]2[C:6]([CH3:19])=[C:7]([C:9]([C:11]3[CH:16]=[CH:15][C:14]([Cl:17])=[CH:13][C:12]=3[Cl:18])=[O:10])[O:8][C:4]=2[CH:3]=1.[CH3:22][C:23]1[CH:24]=[C:25](B(O)O)[CH:26]=[CH:27][CH:28]=1.ClCCl.C([O-])([O-])=O.[Na+].[Na+]. The yield is 0.690. The product is [Cl:18][C:12]1[CH:13]=[C:14]([Cl:17])[CH:15]=[CH:16][C:11]=1[C:9]([C:7]1[O:8][C:4]2[CH:3]=[C:2]([C:27]3[CH:28]=[C:23]([CH3:22])[CH:24]=[CH:25][CH:26]=3)[CH:21]=[CH:20][C:5]=2[C:6]=1[CH3:19])=[O:10]. (8) The reactants are [F:1][C:2]1[CH:7]=[CH:6][C:5]([C:8]2[CH:16]=[CH:15][CH:14]=[C:13]3[C:9]=2[CH2:10][C:11](=[O:17])[NH:12]3)=[CH:4][CH:3]=1.[N:18]1([CH2:23][CH2:24][NH:25][C:26]([C:28]2[C:32]([CH3:33])=[C:31]([CH:34]=O)[NH:30][C:29]=2[CH3:36])=[O:27])[CH2:22][CH2:21][CH2:20][CH2:19]1. The catalyst is C(O)C.N1CCCCC1. The product is [N:18]1([CH2:23][CH2:24][NH:25][C:26]([C:28]2[C:32]([CH3:33])=[C:31]([CH:34]=[C:10]3[C:9]4[C:13](=[CH:14][CH:15]=[CH:16][C:8]=4[C:5]4[CH:4]=[CH:3][C:2]([F:1])=[CH:7][CH:6]=4)[NH:12][C:11]3=[O:17])[NH:30][C:29]=2[CH3:36])=[O:27])[CH2:22][CH2:21][CH2:20][CH2:19]1. The yield is 0.760. (9) The reactants are [CH3:1][C:2]1[CH:3]=[CH:4][N:5]2[C:10]=1[C:9](=[O:11])[N:8]([C:12]1[CH:17]=[CH:16][CH:15]=[CH:14][CH:13]=1)[C:7]([C@@H:18]([NH:20][C:21]1[C:22]3[C:29]([C:30]4[CH:31]=[C:32]([NH:42][S:43]([CH3:46])(=[O:45])=[O:44])[CH:33]=[C:34]([N:36]5[CH2:41][CH2:40][O:39][CH2:38][CH2:37]5)[CH:35]=4)=[CH:28][N:27](COCC[Si](C)(C)C)[C:23]=3[N:24]=[CH:25][N:26]=1)[CH3:19])=[N:6]2.FC(F)(F)C(O)=O.N. No catalyst specified. The product is [CH3:1][C:2]1[CH:3]=[CH:4][N:5]2[C:10]=1[C:9](=[O:11])[N:8]([C:12]1[CH:13]=[CH:14][CH:15]=[CH:16][CH:17]=1)[C:7]([C@@H:18]([NH:20][C:21]1[C:22]3[C:29]([C:30]4[CH:31]=[C:32]([NH:42][S:43]([CH3:46])(=[O:45])=[O:44])[CH:33]=[C:34]([N:36]5[CH2:37][CH2:38][O:39][CH2:40][CH2:41]5)[CH:35]=4)=[CH:28][NH:27][C:23]=3[N:24]=[CH:25][N:26]=1)[CH3:19])=[N:6]2. The yield is 0.710. (10) The reactants are [Br:1][C:2]1[CH:7]=[CH:6][C:5]([S:8][CH:9]2[CH2:14][CH2:13][N:12]([C:15]([O:17][C:18]([CH3:21])([CH3:20])[CH3:19])=[O:16])[CH2:11][CH:10]2[OH:22])=[CH:4][CH:3]=1.CC(OI1(OC(C)=O)(OC(C)=O)OC(=O)C2C=CC=CC1=2)=O. No catalyst specified. The product is [Br:1][C:2]1[CH:7]=[CH:6][C:5]([S:8][CH:9]2[CH2:14][CH2:13][N:12]([C:15]([O:17][C:18]([CH3:20])([CH3:19])[CH3:21])=[O:16])[CH2:11][C:10]2=[O:22])=[CH:4][CH:3]=1. The yield is 0.880.